The task is: Predict the reaction yield, written as a fraction of the theoretical maximum amount of product (1.0 means a 100% yield; for example, 0.34 means a 34% yield).. This data is from Reaction yield outcomes from USPTO patents with 853,638 reactions. (1) The reactants are [C:1]1([NH2:8])[CH:6]=[CH:5][CH:4]=[CH:3][C:2]=1[NH2:7].[Cl:9][CH2:10][CH2:11][C:12](O)=O. The catalyst is Cl. The product is [Cl:9][CH2:10][CH2:11][C:12]1[NH:8][C:1]2[CH:6]=[CH:5][CH:4]=[CH:3][C:2]=2[N:7]=1. The yield is 0.320. (2) The reactants are [N:1]1[CH:6]=[CH:5][N:4]=[CH:3][C:2]=1[C:7]([NH:9][C:10]1[CH:15]=[CH:14][CH:13]=[CH:12][C:11]=1[NH:16]C(=O)OC(C)(C)C)=[O:8].FC(F)(F)C(O)=O. The catalyst is ClCCl. The product is [NH2:16][C:11]1[CH:12]=[CH:13][CH:14]=[CH:15][C:10]=1[NH:9][C:7]([C:2]1[CH:3]=[N:4][CH:5]=[CH:6][N:1]=1)=[O:8]. The yield is 1.00. (3) The reactants are [C:1]([CH:4]([C:13]([O:15][CH2:16][C:17]1[CH:22]=[CH:21][CH:20]=[CH:19][CH:18]=1)=[O:14])[CH2:5][CH:6]=[CH:7][C:8]([O:10][CH2:11][CH3:12])=[O:9])(=[O:3])[CH3:2].[N+:23](/[CH:26]=[CH:27]/[CH:28]=[CH:29]/[C:30]1[CH:35]=[CH:34][CH:33]=[CH:32][CH:31]=1)([O-:25])=[O:24]. The catalyst is C(OCC)C. The product is [CH2:11]([O:10][C:8]([CH2:7][C@@H:6]1[CH2:5][C@@:4]([C:1](=[O:3])[CH3:2])([C:13]([O:15][CH2:16][C:17]2[CH:22]=[CH:21][CH:20]=[CH:19][CH:18]=2)=[O:14])[C@@H:27]([CH:28]=[CH:29][C:30]2[CH:31]=[CH:32][CH:33]=[CH:34][CH:35]=2)[C@@H:26]1[N+:23]([O-:25])=[O:24])=[O:9])[CH3:12]. The yield is 0.830. (4) The catalyst is C1COCC1. The reactants are [C:1]([NH:4][C:5]1[C:12]([Cl:13])=[CH:11][C:8]([C:9]#[N:10])=[CH:7][C:6]=1[Cl:14])(=[O:3])[CH3:2].[H-].[Al+3].[Li+].[H-].[H-].[H-].O.O.O.O.O.O.O.O.O.O.S([O-])([O-])(=O)=O.[Na+].[Na+]. The yield is 0.300. The product is [C:1]([NH:4][C:5]1[C:6]([Cl:14])=[CH:7][C:8]([CH2:9][NH2:10])=[CH:11][C:12]=1[Cl:13])(=[O:3])[CH3:2]. (5) The reactants are S(Cl)(Cl)=O.[Cl:5][C:6]1[CH:11]=[CH:10][C:9]([N+:12]([O-:14])=[O:13])=[CH:8][C:7]=1[S:15]([OH:18])(=O)=[O:16].C[N:20](C)C=O. No catalyst specified. The product is [Cl:5][C:6]1[CH:11]=[CH:10][C:9]([N+:12]([O-:14])=[O:13])=[CH:8][C:7]=1[S:15]([NH2:20])(=[O:18])=[O:16]. The yield is 0.424. (6) The reactants are [Cl:1][C:2]1[CH:17]=[CH:16][C:5]([CH2:6][CH2:7][O:8][C:9]2[C:10](=[O:15])[NH:11][CH:12]=[CH:13][N:14]=2)=[CH:4][CH:3]=1.[O-]P([O-])([O-])=O.[K+].[K+].[K+].Br[C:27]1[CH:38]=[CH:37][C:30]([O:31][CH2:32][C:33]([CH3:36])([OH:35])[CH3:34])=[CH:29][CH:28]=1.CNCCNC. The catalyst is O1CCOCC1.[Cu]I. The product is [Cl:1][C:2]1[CH:3]=[CH:4][C:5]([CH2:6][CH2:7][O:8][C:9]2[C:10](=[O:15])[N:11]([C:27]3[CH:38]=[CH:37][C:30]([O:31][CH2:32][C:33]([OH:35])([CH3:34])[CH3:36])=[CH:29][CH:28]=3)[CH:12]=[CH:13][N:14]=2)=[CH:16][CH:17]=1. The yield is 0.731. (7) The yield is 0.810. The reactants are [CH3:1][N:2]([CH3:6])[C:3](Cl)=[S:4].[C:7]([C:9]1[CH:25]=[CH:24][C:12]2[CH2:13][CH2:14][N:15]([C:18](=[O:23])[C:19]([F:22])([F:21])[F:20])[CH2:16][CH2:17][C:11]=2[C:10]=1[OH:26])#[N:8].C(N(CC)CC)C. The catalyst is CN(C1C=CN=CC=1)C.O1CCOCC1.CCOC(C)=O. The product is [C:7]([C:9]1[CH:25]=[CH:24][C:12]2[CH2:13][CH2:14][N:15]([C:18](=[O:23])[C:19]([F:22])([F:20])[F:21])[CH2:16][CH2:17][C:11]=2[C:10]=1[O:26][C:3](=[S:4])[N:2]([CH3:6])[CH3:1])#[N:8].